From a dataset of Forward reaction prediction with 1.9M reactions from USPTO patents (1976-2016). Predict the product of the given reaction. Given the reactants [NH:1]1[C:9]2[C:4](=[CH:5][CH:6]=[CH:7][CH:8]=2)[C:3](/[CH:10]=[CH:11]/[C:12]2[CH:20]=[CH:19][C:15]([C:16]([OH:18])=O)=[CH:14][CH:13]=2)=[N:2]1.[O:21]1[CH2:26][CH2:25][N:24]([CH2:27][CH2:28][NH2:29])[CH2:23][CH2:22]1.O.ON1C2C=CC=CC=2N=N1.Cl.C(N=C=NCCCN(C)C)C.C(=O)([O-])O.[Na+], predict the reaction product. The product is: [O:21]1[CH2:26][CH2:25][N:24]([CH2:27][CH2:28][NH:29][C:16](=[O:18])[C:15]2[CH:14]=[CH:13][C:12](/[CH:11]=[CH:10]/[C:3]3[C:4]4[C:9](=[CH:8][CH:7]=[CH:6][CH:5]=4)[NH:1][N:2]=3)=[CH:20][CH:19]=2)[CH2:23][CH2:22]1.